Task: Predict which catalyst facilitates the given reaction.. Dataset: Catalyst prediction with 721,799 reactions and 888 catalyst types from USPTO Reactant: [CH3:1][N:2]([CH3:29])[CH2:3][CH2:4][NH:5][C:6]([C:8]1[C:21]2[C:12](=[N:13][C:14]3[C:19]([N:20]=2)=[C:18]2[CH:22]=[CH:23][CH:24]=[C:25]([O:26][CH3:27])[C:17]2=[CH:16][CH:15]=3)[CH:11]=[C:10](Cl)[CH:9]=1)=[O:7].[CH3:30][S-:31].[Na+]. Product: [CH3:1][N:2]([CH3:29])[CH2:3][CH2:4][NH:5][C:6]([C:8]1[C:21]2[C:12](=[N:13][C:14]3[C:19]([N:20]=2)=[C:18]2[CH:22]=[CH:23][CH:24]=[C:25]([O:26][CH3:27])[C:17]2=[CH:16][CH:15]=3)[CH:11]=[C:10]([S:31][CH3:30])[CH:9]=1)=[O:7]. The catalyst class is: 42.